Dataset: Forward reaction prediction with 1.9M reactions from USPTO patents (1976-2016). Task: Predict the product of the given reaction. (1) Given the reactants [Cl:1][C:2]1[CH:3]=[CH:4][C:5]([NH:8][C:9]([C:11]2[CH:16]=[C:15]([Cl:17])[CH:14]=[CH:13][C:12]=2[NH:18][C:19]([C:21]2[CH:26]=[CH:25][C:24]([CH2:27]Cl)=[CH:23][CH:22]=2)=[O:20])=[O:10])=[N:6][CH:7]=1, predict the reaction product. The product is: [N:6]1[CH:7]=[CH:2][CH:3]=[CH:4][C:5]=1[CH2:27][C:24]1[CH:23]=[CH:22][C:21]([C:19]([NH:18][C:12]2[CH:13]=[CH:14][C:15]([Cl:17])=[CH:16][C:11]=2[C:9]([NH:8][C:5]2[CH:4]=[CH:3][C:2]([Cl:1])=[CH:7][N:6]=2)=[O:10])=[O:20])=[CH:26][CH:25]=1. (2) Given the reactants [NH2:1][C@H:2]1[C@@H:7]2[C@@H:5]([C@H:6]2[C:8]([O:10][C:11]([CH3:14])([CH3:13])[CH3:12])=[O:9])[C@:4]([NH:22][C:23]([O:25][C:26]([CH3:29])([CH3:28])[CH3:27])=[O:24])([C:15]([O:17][C:18]([CH3:21])([CH3:20])[CH3:19])=[O:16])[C@@H:3]1[CH2:30][S:31][C:32]1[CH:37]=[CH:36][C:35]([F:38])=[C:34]([CH3:39])[CH:33]=1.C(N(CC)CC)C.[C:47](Cl)(=[O:49])[CH3:48], predict the reaction product. The product is: [C:47]([NH:1][C@H:2]1[C@@H:7]2[C@@H:5]([C@H:6]2[C:8]([O:10][C:11]([CH3:12])([CH3:13])[CH3:14])=[O:9])[C@:4]([NH:22][C:23]([O:25][C:26]([CH3:27])([CH3:28])[CH3:29])=[O:24])([C:15]([O:17][C:18]([CH3:21])([CH3:19])[CH3:20])=[O:16])[C@@H:3]1[CH2:30][S:31][C:32]1[CH:37]=[CH:36][C:35]([F:38])=[C:34]([CH3:39])[CH:33]=1)(=[O:49])[CH3:48]. (3) Given the reactants [Cl:1][C:2]1[C:3]([C@:19]2([CH3:37])[CH2:24][C@@H:23]([C:25]([F:28])([F:27])[F:26])[O:22][C:21]([NH:29]C(=O)OC(C)(C)C)=[N:20]2)=[N:4][C:5]([NH:8][C:9](=[O:18])[C:10]2[CH:15]=[CH:14][C:13]([C:16]#[N:17])=[CH:12][N:11]=2)=[CH:6][CH:7]=1.C(O)(C(F)(F)F)=O, predict the reaction product. The product is: [NH2:29][C:21]1[O:22][C@H:23]([C:25]([F:26])([F:28])[F:27])[CH2:24][C@:19]([C:3]2[N:4]=[C:5]([NH:8][C:9](=[O:18])[C:10]3[CH:15]=[CH:14][C:13]([C:16]#[N:17])=[CH:12][N:11]=3)[CH:6]=[CH:7][C:2]=2[Cl:1])([CH3:37])[N:20]=1.